This data is from Catalyst prediction with 721,799 reactions and 888 catalyst types from USPTO. The task is: Predict which catalyst facilitates the given reaction. Reactant: Cl.[C:2]([N:5]1[C:14]2[C:9](=[CH:10][C:11]([C:15]#[C:16][Si:17]([CH:24]([CH3:26])[CH3:25])([CH:21]([CH3:23])[CH3:22])[CH:18]([CH3:20])[CH3:19])=[CH:12][CH:13]=2)[C@H:8]([NH2:27])[CH2:7][C@@H:6]1[CH3:28])(=[O:4])[CH3:3].Br[C:30]1[CH:35]=[CH:34][C:33]([CH3:36])=[CH:32][N:31]=1.CC(C)([O-])C.[Na+].CN(C)C1C=CC=CC=1C1C=CC=CC=1P(C1CCCCC1)C1CCCCC1. Product: [C:2]([N:5]1[C:14]2[C:9](=[CH:10][C:11]([C:15]#[C:16][Si:17]([CH:21]([CH3:23])[CH3:22])([CH:18]([CH3:20])[CH3:19])[CH:24]([CH3:26])[CH3:25])=[CH:12][CH:13]=2)[C@H:8]([NH:27][C:30]2[CH:35]=[CH:34][C:33]([CH3:36])=[CH:32][N:31]=2)[CH2:7][C@@H:6]1[CH3:28])(=[O:4])[CH3:3]. The catalyst class is: 110.